Dataset: Full USPTO retrosynthesis dataset with 1.9M reactions from patents (1976-2016). Task: Predict the reactants needed to synthesize the given product. (1) Given the product [Cl:1][C:2]1[CH:7]=[C:6]([Cl:8])[CH:5]=[CH:4][C:3]=1[C:9]1[N:10]=[C:11](/[CH:18]=[CH:19]/[C:20]2[CH:25]=[CH:24][C:23]([O:26][CH3:27])=[CH:22][CH:21]=2)[N:12]([CH2:14][C:15]([N:31]([CH:32]([CH3:34])[CH3:33])[CH:28]([CH3:30])[CH3:29])=[O:17])[CH:13]=1, predict the reactants needed to synthesize it. The reactants are: [Cl:1][C:2]1[CH:7]=[C:6]([Cl:8])[CH:5]=[CH:4][C:3]=1[C:9]1[N:10]=[C:11](/[CH:18]=[CH:19]/[C:20]2[CH:25]=[CH:24][C:23]([O:26][CH3:27])=[CH:22][CH:21]=2)[N:12]([CH2:14][C:15]([OH:17])=O)[CH:13]=1.[CH:28]([NH:31][CH:32]([CH3:34])[CH3:33])([CH3:30])[CH3:29]. (2) Given the product [C:1]([O:5][C:6](=[O:21])[NH:7][CH2:8][CH2:9][CH2:10][C:11]1[CH:12]=[N:13][C:14]([CH3:20])=[C:15]([NH2:17])[CH:16]=1)([CH3:3])([CH3:4])[CH3:2], predict the reactants needed to synthesize it. The reactants are: [C:1]([O:5][C:6](=[O:21])[NH:7][CH2:8][C:9]#[C:10][C:11]1[CH:12]=[N:13][C:14]([CH3:20])=[C:15]([N+:17]([O-])=O)[CH:16]=1)([CH3:4])([CH3:3])[CH3:2]. (3) Given the product [Cl:1][C:2]1[C:7]([F:8])=[CH:6][C:5]([N:9]([CH3:32])[C:10](=[O:26])[C:11]2[C:16]([O:17][C:18]3[CH:23]=[C:22]([Cl:24])[CH:21]=[CH:20][C:19]=3[Cl:25])=[CH:15][CH:14]=[N:13][CH:12]=2)=[C:4]([N:27]([CH:29]2[CH2:31][CH2:30]2)[CH3:28])[CH:3]=1, predict the reactants needed to synthesize it. The reactants are: [Cl:1][C:2]1[C:7]([F:8])=[CH:6][C:5]([NH:9][C:10](=[O:26])[C:11]2[C:16]([O:17][C:18]3[CH:23]=[C:22]([Cl:24])[CH:21]=[CH:20][C:19]=3[Cl:25])=[CH:15][CH:14]=[N:13][CH:12]=2)=[C:4]([N:27]([CH:29]2[CH2:31][CH2:30]2)[CH3:28])[CH:3]=1.[CH3:32]CCCCCC.C(OCC)(=O)C. (4) Given the product [CH3:12][C:7]1([CH3:13])[C:6]2[CH:14]=[C:2](/[CH:17]=[CH:16]/[C:15]([O:19][CH3:20])=[O:18])[CH:3]=[CH:4][C:5]=2[NH:10][C:9](=[O:11])[O:8]1, predict the reactants needed to synthesize it. The reactants are: Br[C:2]1[CH:3]=[CH:4][C:5]2[NH:10][C:9](=[O:11])[O:8][C:7]([CH3:13])([CH3:12])[C:6]=2[CH:14]=1.[C:15]([O:19][CH3:20])(=[O:18])[CH:16]=[CH2:17].C1(CNCC2CCCCC2)CCCCC1. (5) Given the product [F:33][C:2]1([F:1])[CH2:8][N:7]([CH:9]2[CH2:13][CH2:12][C@@H:11]([CH3:14])[CH2:10]2)[C:6]2[N:15]=[C:16]([NH:19][C:20]3[CH:28]=[CH:27][C:23]([C:24]([NH:41][CH:38]4[CH2:39][CH2:40][N:35]([CH3:34])[CH2:36][CH2:37]4)=[O:26])=[CH:22][C:21]=3[O:29][CH3:30])[N:17]=[CH:18][C:5]=2[N:4]([CH3:31])[C:3]1=[O:32], predict the reactants needed to synthesize it. The reactants are: [F:1][C:2]1([F:33])[CH2:8][N:7]([CH:9]2[CH2:13][CH2:12][C@@H:11]([CH3:14])[CH2:10]2)[C:6]2[N:15]=[C:16]([NH:19][C:20]3[CH:28]=[CH:27][C:23]([C:24]([OH:26])=O)=[CH:22][C:21]=3[O:29][CH3:30])[N:17]=[CH:18][C:5]=2[N:4]([CH3:31])[C:3]1=[O:32].[CH3:34][N:35]1[CH2:40][CH2:39][CH:38]([NH2:41])[CH2:37][CH2:36]1.CCN(C(C)C)C(C)C.CN(C(ON1N=NC2C=CC=NC1=2)=[N+](C)C)C.F[P-](F)(F)(F)(F)F. (6) Given the product [Cl:28][C:14]1[C:15]([CH2:20][NH:21][C:22](=[O:27])[C:23]([CH3:26])([CH3:25])[CH3:24])=[CH:16][CH:17]=[C:18]([Cl:19])[C:13]=1[NH:12][C:10]1[N:9]([CH3:29])[C:8]2[CH:30]=[C:31]([N:32]3[CH2:36][CH2:35][C:34]([F:37])([F:38])[CH2:33]3)[C:5]([C:3]([OH:4])=[O:2])=[CH:6][C:7]=2[N:11]=1, predict the reactants needed to synthesize it. The reactants are: C[O:2][C:3]([C:5]1[C:31]([N:32]2[CH2:36][CH2:35][C:34]([F:38])([F:37])[CH2:33]2)=[CH:30][C:8]2[N:9]([CH3:29])[C:10]([NH:12][C:13]3[C:18]([Cl:19])=[CH:17][CH:16]=[C:15]([CH2:20][NH:21][C:22](=[O:27])[C:23]([CH3:26])([CH3:25])[CH3:24])[C:14]=3[Cl:28])=[N:11][C:7]=2[CH:6]=1)=[O:4].[OH-].[Na+]. (7) Given the product [F:35][C:2]1([C:18]2[CH:23]=[CH:22][CH:21]=[C:20]([O:24][C:25]([F:28])([F:27])[F:26])[CH:19]=2)[CH2:5][C:4]2([CH2:10][CH2:9][N:8]([C:11]([O:13][C:14]([CH3:17])([CH3:16])[CH3:15])=[O:12])[CH2:7][CH2:6]2)[CH2:3]1, predict the reactants needed to synthesize it. The reactants are: O[C:2]1([C:18]2[CH:23]=[CH:22][CH:21]=[C:20]([O:24][C:25]([F:28])([F:27])[F:26])[CH:19]=2)[CH2:5][C:4]2([CH2:10][CH2:9][N:8]([C:11]([O:13][C:14]([CH3:17])([CH3:16])[CH3:15])=[O:12])[CH2:7][CH2:6]2)[CH2:3]1.C(N(S(F)(F)[F:35])CC)C. (8) Given the product [O:14]=[C:12]([C:11]1[CH:10]=[CH:9][C:8]([O:1][C:2]2[CH:3]=[CH:4][CH:5]=[CH:6][CH:7]=2)=[CH:16][CH:15]=1)[CH2:31][C:30]([O:36][CH2:37][CH3:38])=[O:35], predict the reactants needed to synthesize it. The reactants are: [O:1]([C:8]1[CH:16]=[CH:15][C:11]([C:12]([OH:14])=O)=[CH:10][CH:9]=1)[C:2]1[CH:7]=[CH:6][CH:5]=[CH:4][CH:3]=1.C(N1C=CN=C1)(N1C=CN=C1)=O.[Mg+].[C:30]([O:36][CH2:37][CH3:38])(=[O:35])[CH2:31]C([O-])=O.Cl.